This data is from Forward reaction prediction with 1.9M reactions from USPTO patents (1976-2016). The task is: Predict the product of the given reaction. (1) Given the reactants [CH3:1][O:2][C:3]1[CH:12]=[C:11]2[C:6]([C:7]([NH:13][C:14]3[CH:19]=[CH:18][C:17]([O:20][C:21]4[CH:26]=[CH:25][CH:24]=[CH:23][CH:22]=4)=[CH:16][CH:15]=3)=[N:8][CH:9]=[N:10]2)=[CH:5][C:4]=1[NH2:27].[CH2:28]([O:30][P:31]([CH2:36][C:37](O)=[O:38])([O:33][CH2:34][CH3:35])=[O:32])[CH3:29].CCN=C=NCCCN(C)C.Cl.CCN(C(C)C)C(C)C, predict the reaction product. The product is: [CH3:1][O:2][C:3]1[CH:12]=[C:11]2[C:6]([C:7]([NH:13][C:14]3[CH:15]=[CH:16][C:17]([O:20][C:21]4[CH:26]=[CH:25][CH:24]=[CH:23][CH:22]=4)=[CH:18][CH:19]=3)=[N:8][CH:9]=[N:10]2)=[CH:5][C:4]=1[NH:27][C:37](=[O:38])[CH2:36][P:31](=[O:32])([O:33][CH2:34][CH3:35])[O:30][CH2:28][CH3:29]. (2) Given the reactants [CH:1]1([O:7][C:8]2[CH:9]=[C:10]([C:24]3[CH:29]=[CH:28][C:27]([CH2:30][CH2:31][N:32]([CH2:40][C@H:41]([OH:48])[C:42]4[CH:43]=[N:44][CH:45]=[CH:46][CH:47]=4)C(=O)OC(C)(C)C)=[CH:26][CH:25]=3)[CH:11]=[CH:12][C:13]=2[C:14]([NH:16][S:17]([CH2:20][CH2:21][O:22][CH3:23])(=[O:19])=[O:18])=[O:15])[CH2:6][CH2:5][CH2:4][CH2:3][CH2:2]1.[ClH:49], predict the reaction product. The product is: [ClH:49].[ClH:49].[CH:1]1([O:7][C:8]2[CH:9]=[C:10]([C:24]3[CH:25]=[CH:26][C:27]([CH2:30][CH2:31][NH:32][CH2:40][C@H:41]([OH:48])[C:42]4[CH:43]=[N:44][CH:45]=[CH:46][CH:47]=4)=[CH:28][CH:29]=3)[CH:11]=[CH:12][C:13]=2[C:14]([NH:16][S:17]([CH2:20][CH2:21][O:22][CH3:23])(=[O:18])=[O:19])=[O:15])[CH2:2][CH2:3][CH2:4][CH2:5][CH2:6]1. (3) The product is: [Br:1][C:2]1[C:6](=[O:7])[N:5]([C:8]2[CH:9]=[CH:10][CH:11]=[CH:12][CH:13]=2)[N:4]([CH3:14])[C:3]=1[CH2:15][N:16]1[CH2:17][CH2:18][C:19]([C:24]2[CH:25]=[CH:26][CH:27]=[CH:28][CH:29]=2)([C:22]([NH2:23])=[O:31])[CH2:20][CH2:21]1. Given the reactants [Br:1][C:2]1[C:6](=[O:7])[N:5]([C:8]2[CH:13]=[CH:12][CH:11]=[CH:10][CH:9]=2)[N:4]([CH3:14])[C:3]=1[CH2:15][N:16]1[CH2:21][CH2:20][C:19]([C:24]2[CH:29]=[CH:28][CH:27]=[CH:26][CH:25]=2)([C:22]#[N:23])[CH2:18][CH2:17]1.S(=O)(=O)(O)[OH:31], predict the reaction product. (4) The product is: [N+:14]([C:4]1[CH:3]=[C:2]([C:3]2[CH:2]=[CH:7][N:6]=[CH:5][CH:4]=2)[C:7]([C:8]2[S:9][CH:10]=[CH:11][CH:12]=2)=[N:6][C:5]=1[NH2:13])([O-:16])=[O:15]. Given the reactants Br[C:2]1[CH:3]=[C:4]([N+:14]([O-:16])=[O:15])[C:5]([NH2:13])=[N:6][C:7]=1[C:8]1[S:9][CH:10]=[CH:11][CH:12]=1.C(=O)([O-])[O-].[Cs+].[Cs+], predict the reaction product. (5) Given the reactants [NH:1]1[CH:5]([C:6]([OH:8])=[O:7])[CH2:4][CH:3]2[CH2:9][CH2:10][CH2:11][CH:2]12.[CH3:12][Si](C=[N+]=[N-])(C)C, predict the reaction product. The product is: [CH3:12][O:7][C:6]([CH:5]1[NH:1][CH:2]2[CH2:11][CH2:10][CH2:9][CH:3]2[CH2:4]1)=[O:8]. (6) Given the reactants Cl[C:2]1[CH:7]=[N:6][C:5]([C:8]2[CH:13]=[CH:12][C:11]([F:14])=[CH:10][CH:9]=2)=[CH:4][N:3]=1.[NH:15]1[CH2:20][CH2:19][NH:18][CH2:17][CH2:16]1, predict the reaction product. The product is: [F:14][C:11]1[CH:12]=[CH:13][C:8]([C:5]2[CH:4]=[N:3][C:2]([N:15]3[CH2:20][CH2:19][NH:18][CH2:17][CH2:16]3)=[CH:7][N:6]=2)=[CH:9][CH:10]=1.